From a dataset of Full USPTO retrosynthesis dataset with 1.9M reactions from patents (1976-2016). Predict the reactants needed to synthesize the given product. (1) Given the product [C:20]1(=[O:13])[NH:2][C:3](=[O:4])[C:19]2=[CH:18][CH:17]=[CH:16][CH:15]=[C:14]12, predict the reactants needed to synthesize it. The reactants are: N(C(OCC)=O)=[N:2][C:3](OCC)=[O:4].[OH2:13].[C:14]1([CH3:20])[CH:19]=[CH:18][CH:17]=[CH:16][CH:15]=1. (2) Given the product [CH:13]1([C:9]2[CH:8]=[C:7]([C:16]([O:18][CH3:19])=[O:17])[C:6](=[O:20])[N:5]3[C:10]=2[C:11]([CH3:12])=[C:2]([C:29]2[CH:30]=[CH:31][C:32]([NH:35][S:36]([CH3:39])(=[O:37])=[O:38])=[CH:33][CH:34]=2)[CH:3]=[CH:4]3)[CH2:15][CH2:14]1, predict the reactants needed to synthesize it. The reactants are: Cl[C:2]1[CH:3]=[CH:4][N:5]2[C:10]([C:11]=1[CH3:12])=[C:9]([CH:13]1[CH2:15][CH2:14]1)[CH:8]=[C:7]([C:16]([O:18][CH3:19])=[O:17])[C:6]2=[O:20].CC1(C)C(C)(C)OB([C:29]2[CH:34]=[CH:33][C:32]([NH:35][S:36]([CH3:39])(=[O:38])=[O:37])=[CH:31][CH:30]=2)O1. (3) The reactants are: [N:1]1[CH:6]=[CH:5][CH:4]=[C:3]([NH:7][C:8](=[O:33])[C:9]2[CH:14]=[CH:13][CH:12]=[C:11]([CH2:15][C:16]3[C:17](=[O:28])[C:18]([O:26][CH3:27])=[C:19]([O:24][CH3:25])[C:20](=[O:23])[C:21]=3[CH3:22])[C:10]=2[O:29]C(=O)C)[CH:2]=1.C(=O)([O-])O.[Na+]. Given the product [N:1]1[CH:6]=[CH:5][CH:4]=[C:3]([NH:7][C:8](=[O:33])[C:9]2[CH:14]=[CH:13][CH:12]=[C:11]([CH2:15][C:16]3[C:17](=[O:28])[C:18]([O:26][CH3:27])=[C:19]([O:24][CH3:25])[C:20](=[O:23])[C:21]=3[CH3:22])[C:10]=2[OH:29])[CH:2]=1, predict the reactants needed to synthesize it. (4) Given the product [ClH:38].[CH3:1][C:2]1[CH:3]=[C:4]([N:8]([CH2:31][CH2:32][C:33]([O:35][CH2:36][CH3:37])=[O:34])[C:9]([C:11]2[CH:30]=[CH:29][C:14]3[N:15]([CH3:28])[C:16]([CH2:18][NH:19][C:20]4[CH:25]=[CH:24][C:23]([C:26](=[NH:46])[NH2:27])=[CH:22][CH:21]=4)=[N:17][C:13]=3[CH:12]=2)=[O:10])[CH:5]=[CH:6][CH:7]=1, predict the reactants needed to synthesize it. The reactants are: [CH3:1][C:2]1[CH:3]=[C:4]([N:8]([CH2:31][CH2:32][C:33]([O:35][CH2:36][CH3:37])=[O:34])[C:9]([C:11]2[CH:30]=[CH:29][C:14]3[N:15]([CH3:28])[C:16]([CH2:18][NH:19][C:20]4[CH:25]=[CH:24][C:23]([C:26]#[N:27])=[CH:22][CH:21]=4)=[N:17][C:13]=3[CH:12]=2)=[O:10])[CH:5]=[CH:6][CH:7]=1.[ClH:38].C(O)C.C(=O)([O-])[O-].[NH4+:46].[NH4+].